Task: Predict the product of the given reaction.. Dataset: Forward reaction prediction with 1.9M reactions from USPTO patents (1976-2016) (1) Given the reactants [F:1][C:2]([C:12]#[C:13][C:14]1[CH:19]=[CH:18][C:17]([CH2:20][N:21]2[CH2:26][CH2:25][O:24][CH2:23][CH2:22]2)=[CH:16][CH:15]=1)=[CH:3][C:4]1[CH:11]=[CH:10][C:7]([C:8]#N)=[CH:6][CH:5]=1.[Li+].[OH-:28].Cl.[O:30]1C=COC=C1, predict the reaction product. The product is: [F:1][C:2]([C:12]#[C:13][C:14]1[CH:19]=[CH:18][C:17]([CH2:20][N:21]2[CH2:26][CH2:25][O:24][CH2:23][CH2:22]2)=[CH:16][CH:15]=1)=[CH:3][C:4]1[CH:11]=[CH:10][C:7]([C:8]([OH:30])=[O:28])=[CH:6][CH:5]=1. (2) Given the reactants [CH3:1][C:2]1[C:11]([CH:12]2[CH2:16][CH2:15][CH2:14][NH:13]2)=[CH:10][CH:9]=[CH:8][C:3]=1[C:4]([O:6][CH3:7])=[O:5].[Cl:17][C:18]1[C:19]([O:31][CH2:32][O:33][CH3:34])=[CH:20][C:21]([O:27][CH2:28][O:29][CH3:30])=[C:22]([CH:26]=1)[C:23](O)=[O:24].CN1CCOCC1.Cl.CN(C)CCCN=C=NCC.ON1C2C=CC=CC=2N=N1, predict the reaction product. The product is: [Cl:17][C:18]1[C:19]([O:31][CH2:32][O:33][CH3:34])=[CH:20][C:21]([O:27][CH2:28][O:29][CH3:30])=[C:22]([CH:26]=1)[C:23]([N:13]1[CH2:14][CH2:15][CH2:16][CH:12]1[C:11]1[C:2]([CH3:1])=[C:3]([CH:8]=[CH:9][CH:10]=1)[C:4]([O:6][CH3:7])=[O:5])=[O:24]. (3) Given the reactants [C:1](OC(=O)C)(=[O:3])[CH3:2].[OH:8][C@:9]1([C:27]2[CH:36]=[CH:35][C:34]3[C:29](=[CH:30][C:31]([CH:39]=[CH2:40])=[C:32]([O:37][CH3:38])[CH:33]=3)[CH:28]=2)[CH2:13][N:12]([C:14]([O:16][CH2:17][CH2:18][Si:19]([CH3:22])([CH3:21])[CH3:20])=[O:15])[C@H:11]([C:23]([O:25][CH3:26])=[O:24])[CH2:10]1.CO[C@]1(C2C=CC3C(=CC(C=C)=C(OC)C=3)C=2)CN[C@H](C(OC)=O)C1.N1C=CC=CC=1, predict the reaction product. The product is: [C:1]([O:8][C@:9]1([C:27]2[CH:36]=[CH:35][C:34]3[C:29](=[CH:30][C:31]([CH:39]=[CH2:40])=[C:32]([O:37][CH3:38])[CH:33]=3)[CH:28]=2)[CH2:13][N:12]([C:14]([O:16][CH2:17][CH2:18][Si:19]([CH3:22])([CH3:21])[CH3:20])=[O:15])[C@H:11]([C:23]([O:25][CH3:26])=[O:24])[CH2:10]1)(=[O:3])[CH3:2]. (4) Given the reactants Br[C:2]1[CH:7]=[C:6]([CH3:8])[N:5]=[C:4]([CH3:9])[N:3]=1.[Br:10][C:11]1[CH:12]=[C:13]([C:17]([C:25]2[CH:30]=[CH:29][CH:28]=[C:27]([F:31])[C:26]=2[C:32]#[N:33])=[N:18]S(C(C)(C)C)=O)[CH:14]=[CH:15][CH:16]=1, predict the reaction product. The product is: [Br:10][C:11]1[CH:12]=[C:13]([C:17]2([C:2]3[CH:7]=[C:6]([CH3:8])[N:5]=[C:4]([CH3:9])[N:3]=3)[C:25]3[C:26](=[C:27]([F:31])[CH:28]=[CH:29][CH:30]=3)[C:32]([NH2:33])=[N:18]2)[CH:14]=[CH:15][CH:16]=1. (5) The product is: [CH:15]1([C:8]2[C:9]3[C:14](=[CH:13][CH:12]=[CH:11][CH:10]=3)[N:5]([CH2:4][C:3]([NH2:2])=[O:18])[CH2:6][CH:7]=2)[CH2:16][CH2:17]1. Given the reactants [Br-].[NH2:2][C:3](=[O:18])[CH2:4][N+:5]1[C:14]2[C:9](=[CH:10][CH:11]=[CH:12][CH:13]=2)[C:8]([CH:15]2[CH2:17][CH2:16]2)=[CH:7][CH:6]=1.[BH4-].[Na+].O, predict the reaction product. (6) Given the reactants [C:1]([N:4]1[CH2:9][C@H:8]([CH3:10])[N:7]([C:11]2[O:12][C:13]3[C:14](=[C:16]([C:20]([O:22]C)=[O:21])[CH:17]=[CH:18][CH:19]=3)[N:15]=2)[C@@H:6]([CH3:24])[CH2:5]1)(=[O:3])[CH3:2].O.[OH-].[Li+:27], predict the reaction product. The product is: [C:1]([N:4]1[CH2:9][C@H:8]([CH3:10])[N:7]([C:11]2[O:12][C:13]3[C:14](=[C:16]([C:20]([O-:22])=[O:21])[CH:17]=[CH:18][CH:19]=3)[N:15]=2)[C@@H:6]([CH3:24])[CH2:5]1)(=[O:3])[CH3:2].[Li+:27]. (7) Given the reactants [CH3:1][S:2]([NH:5][C:6]([C:8]1([CH2:11][CH2:12][CH2:13][CH2:14][CH2:15][CH2:16][CH2:17][CH2:18][CH2:19][CH2:20][CH2:21][CH2:22][C:23]2([C:26]([OH:28])=O)[CH2:25][CH2:24]2)[CH2:10][CH2:9]1)=[O:7])(=[O:4])=[O:3].C(Cl)CCl.[Cl-].[NH4+:34], predict the reaction product. The product is: [CH3:1][S:2]([NH:5][C:6]([C:8]1([CH2:11][CH2:12][CH2:13][CH2:14][CH2:15][CH2:16][CH2:17][CH2:18][CH2:19][CH2:20][CH2:21][CH2:22][C:23]2([C:26]([NH2:34])=[O:28])[CH2:25][CH2:24]2)[CH2:10][CH2:9]1)=[O:7])(=[O:4])=[O:3]. (8) Given the reactants [F:1][C:2]1[CH:30]=[CH:29][CH:28]=[CH:27][C:3]=1[CH2:4][N:5]1[C:9]2=[N:10][CH:11]=[CH:12][CH:13]=[C:8]2[C:7]([C:14]2[N:15]=[C:16](I)[C:17]3[C:22]([CH3:24])([CH3:23])[C:21](=[O:25])[NH:20][C:18]=3[N:19]=2)=[N:6]1.[F:31][C:32]([F:39])([F:38])[C:33]1[CH:34]=[N:35][NH:36][CH:37]=1.C(=O)([O-])[O-].[Cs+].[Cs+].OC1C=CC=CC=1C=NO, predict the reaction product. The product is: [F:1][C:2]1[CH:30]=[CH:29][CH:28]=[CH:27][C:3]=1[CH2:4][N:5]1[C:9]2=[N:10][CH:11]=[CH:12][CH:13]=[C:8]2[C:7]([C:14]2[N:15]=[C:16]([N:35]3[CH:34]=[C:33]([C:32]([F:39])([F:38])[F:31])[CH:37]=[N:36]3)[C:17]3[C:22]([CH3:24])([CH3:23])[C:21](=[O:25])[NH:20][C:18]=3[N:19]=2)=[N:6]1.